This data is from Reaction yield outcomes from USPTO patents with 853,638 reactions. The task is: Predict the reaction yield, written as a fraction of the theoretical maximum amount of product (1.0 means a 100% yield; for example, 0.34 means a 34% yield). (1) The reactants are [Br:1][C:2]1[CH:7]=[C:6]([C:8]2[N:13]=[CH:12][CH:11]=[CH:10][N:9]=2)[C:5]([NH:14]C(=O)C(C)(C)C)=[C:4]([N+:21]([O-:23])=[O:22])[CH:3]=1. The catalyst is Cl.O. The product is [Br:1][C:2]1[CH:7]=[C:6]([C:8]2[N:9]=[CH:10][CH:11]=[CH:12][N:13]=2)[C:5]([NH2:14])=[C:4]([N+:21]([O-:23])=[O:22])[CH:3]=1. The yield is 0.910. (2) The reactants are [F:1][C:2]([F:13])([F:12])[C:3]1[CH:4]=[C:5]([CH:9]=[CH:10][CH:11]=1)[C:6](Cl)=[O:7].C(N(CC)C(C)C)(C)C.[Br:23][C:24]1[CH:28]=[N:27][N:26]([CH3:29])[C:25]=1[C:30]1[CH:31]=[C:32]([CH:34]=[CH:35][C:36]=1[O:37][CH2:38][C:39]([CH3:44])([N+:41]([O-])=O)[CH3:40])[NH2:33].C(O)(=O)C.[OH-].[NH4+]. The product is [NH2:41][C:39]([CH3:44])([CH3:40])[CH2:38][O:37][C:36]1[CH:35]=[CH:34][C:32]([NH:33][C:6](=[O:7])[C:5]2[CH:9]=[CH:10][CH:11]=[C:3]([C:2]([F:13])([F:12])[F:1])[CH:4]=2)=[CH:31][C:30]=1[C:25]1[N:26]([CH3:29])[N:27]=[CH:28][C:24]=1[Br:23]. The yield is 0.740. The catalyst is ClCCl.[Zn]. (3) The reactants are [O-:1][N+:2]1[C:11]2[C:6](=[CH:7][CH:8]=[CH:9][CH:10]=2)[C:5]2[N:12]3[C@@H:18]([CH2:19][CH2:20][CH2:21][NH:22][C:23](=[O:29])[O:24][C:25]([CH3:28])([CH3:27])[CH3:26])[CH2:17][O:16][CH2:15][C:13]3=[N:14][C:4]=2[CH:3]=1.[NH4+:30].[OH-].C1(C)C=CC(S(Cl)(=O)=O)=CC=1.O. The catalyst is C(Cl)Cl. The product is [NH4+:2].[OH-:1].[NH2:30][C:3]1[C:4]2[N:14]=[C:13]3[CH2:15][O:16][CH2:17][C@H:18]([CH2:19][CH2:20][CH2:21][NH:22][C:23](=[O:29])[O:24][C:25]([CH3:28])([CH3:27])[CH3:26])[N:12]3[C:5]=2[C:6]2[C:11](=[CH:10][CH:9]=[CH:8][CH:7]=2)[N:2]=1. The yield is 0.00400. (4) The reactants are Cl[C:2]1[N:10]=[C:9]2[C:5]([N:6]=[CH:7][N:8]2[CH:11]2[CH2:15][CH2:14][CH2:13][CH2:12]2)=[C:4]([NH:16][CH2:17][C:18]2[CH:19]=[N:20][C:21]([C:24]3[S:25][CH:26]=[CH:27][CH:28]=3)=[CH:22][CH:23]=2)[N:3]=1.[NH2:29][C@H:30]1[CH2:35][CH2:34][C@H:33]([NH2:36])[CH2:32][CH2:31]1. The catalyst is O. The product is [NH2:29][CH:30]1[CH2:35][CH2:34][CH:33]([NH:36][C:2]2[N:10]=[C:9]3[C:5]([N:6]=[CH:7][N:8]3[CH:11]3[CH2:12][CH2:13][CH2:14][CH2:15]3)=[C:4]([NH:16][CH2:17][C:18]3[CH:19]=[N:20][C:21]([C:24]4[S:25][CH:26]=[CH:27][CH:28]=4)=[CH:22][CH:23]=3)[N:3]=2)[CH2:32][CH2:31]1. The yield is 0.880.